Predict the reactants needed to synthesize the given product. From a dataset of Full USPTO retrosynthesis dataset with 1.9M reactions from patents (1976-2016). Given the product [CH3:2][O:3][C:4]1[CH:9]=[CH:8][CH:7]=[CH:6][C:5]=1[N:10]1[CH2:15][CH2:14][N:13]([CH2:17][CH2:18][OH:19])[CH2:12][CH2:11]1, predict the reactants needed to synthesize it. The reactants are: Cl.[CH3:2][O:3][C:4]1[CH:9]=[CH:8][CH:7]=[CH:6][C:5]=1[N:10]1[CH2:15][CH2:14][NH:13][CH2:12][CH2:11]1.Br[CH2:17][CH2:18][OH:19].C(=O)([O-])[O-].[K+].[K+].